From a dataset of NCI-60 drug combinations with 297,098 pairs across 59 cell lines. Regression. Given two drug SMILES strings and cell line genomic features, predict the synergy score measuring deviation from expected non-interaction effect. (1) Drug 1: CC1C(C(CC(O1)OC2CC(CC3=C2C(=C4C(=C3O)C(=O)C5=C(C4=O)C(=CC=C5)OC)O)(C(=O)CO)O)N)O.Cl. Drug 2: C1=C(C(=O)NC(=O)N1)N(CCCl)CCCl. Cell line: HOP-62. Synergy scores: CSS=34.1, Synergy_ZIP=-3.17, Synergy_Bliss=-1.58, Synergy_Loewe=-2.13, Synergy_HSA=-0.0246. (2) Drug 1: CNC(=O)C1=CC=CC=C1SC2=CC3=C(C=C2)C(=NN3)C=CC4=CC=CC=N4. Drug 2: CC1=CC2C(CCC3(C2CCC3(C(=O)C)OC(=O)C)C)C4(C1=CC(=O)CC4)C. Cell line: IGROV1. Synergy scores: CSS=1.50, Synergy_ZIP=0.672, Synergy_Bliss=3.11, Synergy_Loewe=0.719, Synergy_HSA=1.54.